Dataset: Reaction yield outcomes from USPTO patents with 853,638 reactions. Task: Predict the reaction yield, written as a fraction of the theoretical maximum amount of product (1.0 means a 100% yield; for example, 0.34 means a 34% yield). The reactants are [C:1](Cl)(Cl)=[O:2].N1C=CC=CC=1.[CH3:11][N:12]1[CH2:16][CH2:15][NH:14][C:13]1=[O:17].[CH3:18][N:19]1[CH:23]=[C:22]([C:24]2[CH:29]=[C:28]([O:30][C:31]3[CH:32]=[CH:33][C:34]([NH2:37])=[N:35][CH:36]=3)[CH:27]=[CH:26][N:25]=2)[CH:21]=[N:20]1. The catalyst is C(Cl)Cl. The product is [CH3:11][N:12]1[CH2:16][CH2:15][N:14]([C:13]([NH:37][C:34]2[CH:33]=[CH:32][C:31]([O:30][C:28]3[CH:27]=[CH:26][N:25]=[C:24]([C:22]4[CH:21]=[N:20][N:19]([CH3:18])[CH:23]=4)[CH:29]=3)=[CH:36][N:35]=2)=[O:17])[C:1]1=[O:2]. The yield is 0.520.